Dataset: Reaction yield outcomes from USPTO patents with 853,638 reactions. Task: Predict the reaction yield, written as a fraction of the theoretical maximum amount of product (1.0 means a 100% yield; for example, 0.34 means a 34% yield). The reactants are I([O-])(=O)(=O)=O.[Na+].Cl.[CH:8]1([C:11]2[C:12]([N:31]([C:36]3[CH:41]=[CH:40][CH:39]=[C:38]([CH2:42][CH2:43][B:44]4[O:48]C(C)(C)C(C)(C)[O:45]4)[CH:37]=3)[S:32]([CH3:35])(=[O:34])=[O:33])=[CH:13][C:14]3[O:18][C:17]([C:19]4[CH:24]=[CH:23][C:22]([F:25])=[CH:21][CH:20]=4)=[C:16]([C:26]([NH:28][CH3:29])=[O:27])[C:15]=3[CH:30]=2)[CH2:10][CH2:9]1. The catalyst is C1COCC1.CCOC(C)=O. The product is [CH:8]1([C:11]2[C:12]([N:31]([C:36]3[CH:37]=[C:38]([CH:39]=[CH:40][CH:41]=3)[CH2:42][CH2:43][B:44]([OH:48])[OH:45])[S:32]([CH3:35])(=[O:33])=[O:34])=[CH:13][C:14]3[O:18][C:17]([C:19]4[CH:20]=[CH:21][C:22]([F:25])=[CH:23][CH:24]=4)=[C:16]([C:26](=[O:27])[NH:28][CH3:29])[C:15]=3[CH:30]=2)[CH2:10][CH2:9]1. The yield is 0.340.